Dataset: Retrosynthesis with 50K atom-mapped reactions and 10 reaction types from USPTO. Task: Predict the reactants needed to synthesize the given product. (1) The reactants are: CC(C)(C)OC(=O)NCc1ccc(Br)nc1.[Zn+]CC1CCCCC1. Given the product CC(C)(C)OC(=O)NCc1ccc(CC2CCCCC2)nc1, predict the reactants needed to synthesize it. (2) Given the product Cc1nnc2n1-c1ccc(C#CCN3C(=O)CN(C)C(=O)c4ccccc43)cc1C(c1ccccc1F)=NC2, predict the reactants needed to synthesize it. The reactants are: C#CCN1C(=O)CN(C)C(=O)c2ccccc21.Cc1nnc2n1-c1ccc(I)cc1C(c1ccccc1F)=NC2. (3) Given the product CCCc1c(O)ccc2[nH]c(C(=O)OCC)cc12, predict the reactants needed to synthesize it. The reactants are: C=CCc1c(O)ccc2[nH]c(C(=O)OCC)cc12.